The task is: Predict the reactants needed to synthesize the given product.. This data is from Full USPTO retrosynthesis dataset with 1.9M reactions from patents (1976-2016). (1) Given the product [CH2:1]([S:3]([OH:6])(=[O:5])=[O:4])[CH3:2].[CH3:7][N:8]([CH2:15][CH2:16][O:17][C:18]1[CH:31]=[CH:30][C:21]([CH2:22][CH:23]2[S:27][C:26](=[O:28])[NH:25][C:24]2=[O:29])=[CH:20][CH:19]=1)[C:9]1[CH:14]=[CH:13][CH:12]=[CH:11][N:10]=1, predict the reactants needed to synthesize it. The reactants are: [CH2:1]([S:3]([OH:6])(=[O:5])=[O:4])[CH3:2].[CH3:7][N:8]([CH2:15][CH2:16][O:17][C:18]1[CH:31]=[CH:30][C:21]([CH2:22][CH:23]2[S:27][C:26](=[O:28])[NH:25][C:24]2=[O:29])=[CH:20][CH:19]=1)[C:9]1[CH:14]=[CH:13][CH:12]=[CH:11][N:10]=1. (2) Given the product [ClH:28].[NH2:1][CH:2]1[CH:7]([CH3:8])[CH2:6][CH2:5][N:4]([C:9]2[C:18]([O:19][CH3:20])=[C:17]3[C:12]([C:13](=[O:27])[C:14]([C:24]([OH:26])=[O:25])=[CH:15][N:16]3[CH:21]3[CH2:23][CH2:22]3)=[CH:11][CH:10]=2)[CH2:3]1, predict the reactants needed to synthesize it. The reactants are: [NH2:1][CH:2]1[CH:7]([CH3:8])[CH2:6][CH2:5][N:4]([C:9]2[C:18]([O:19][CH3:20])=[C:17]3[C:12]([C:13](=[O:27])[C:14]([C:24]([OH:26])=[O:25])=[CH:15][N:16]3[CH:21]3[CH2:23][CH2:22]3)=[CH:11][CH:10]=2)[CH2:3]1.[ClH:28]. (3) Given the product [O:1]=[S:2]1(=[O:28])[C:8]2[CH:9]=[C:10]([O:14][CH3:15])[C:11]([S:37][CH2:36][C:35]([OH:39])=[O:38])=[CH:12][C:7]=2[N:6]([C:16]2[CH:21]=[CH:20][CH:19]=[CH:18][CH:17]=2)[CH2:5][C:4]([CH2:24][CH2:25][CH2:26][CH3:27])([CH2:22][CH3:23])[CH2:3]1, predict the reactants needed to synthesize it. The reactants are: [O:1]=[S:2]1(=[O:28])[C:8]2[CH:9]=[C:10]([O:14][CH3:15])[C:11](Br)=[CH:12][C:7]=2[N:6]([C:16]2[CH:21]=[CH:20][CH:19]=[CH:18][CH:17]=2)[CH2:5][C:4]([CH2:24][CH2:25][CH2:26][CH3:27])([CH2:22][CH3:23])[CH2:3]1.C([O-])([O-])=O.[Cs+].[Cs+].[C:35]([O:39]CC)(=[O:38])[CH2:36][SH:37]. (4) Given the product [CH3:20][O:21][C:22]1[CH:27]=[CH:26][N:25]=[C:24]([CH2:28][CH2:29][C:30]2[NH:39][C:33]3=[N:34][CH:35]=[C:36]([C:9]4[CH:10]=[CH:11][C:6]([S:3]([N:2]([CH3:14])[CH3:1])(=[O:5])=[O:4])=[CH:7][C:8]=4[CH3:13])[CH:37]=[C:32]3[N:31]=2)[CH:23]=1, predict the reactants needed to synthesize it. The reactants are: [CH3:1][N:2]([CH3:14])[S:3]([C:6]1[CH:11]=[CH:10][C:9](Br)=[C:8]([CH3:13])[CH:7]=1)(=[O:5])=[O:4].C([O-])(=O)C.[K+].[CH3:20][O:21][C:22]1[CH:27]=[CH:26][N:25]=[C:24]([CH2:28][CH2:29][C:30]2[NH:39][C:33]3=[N:34][CH:35]=[C:36](I)[CH:37]=[C:32]3[N:31]=2)[CH:23]=1.C(=O)([O-])[O-].[K+].[K+].[Cl-].[Li+]. (5) Given the product [N:23]([CH2:26][C@H:27]1[O:31][C:30](=[O:32])[N:29]([C:33]2[CH:38]=[CH:37][C:36]([S:39][CH2:40][CH3:41])=[C:35]([F:59])[CH:34]=2)[CH2:28]1)=[N+:24]=[N-:25], predict the reactants needed to synthesize it. The reactants are: N(C[C@H]1OC(=O)N(C2C=CC(SC)=C(F)C=2)C1)=[N+]=[N-].ICC.[N:23]([CH2:26][C@H:27]1[O:31][C:30](=[O:32])[N:29]([C:33]2[CH:38]=[CH:37][C:36]([S:39][C:40](C3C=CC=CC=3)(C3C=CC=CC=3)[C:41]3C=CC=CC=3)=[C:35]([F:59])[CH:34]=2)[CH2:28]1)=[N+:24]=[N-:25].